From a dataset of Reaction yield outcomes from USPTO patents with 853,638 reactions. Predict the reaction yield, written as a fraction of the theoretical maximum amount of product (1.0 means a 100% yield; for example, 0.34 means a 34% yield). (1) The reactants are [F:1][C:2]1([F:28])[CH2:7][CH2:6][CH:5]([NH:8][C:9]2[C:14]3[C:15](I)=[N:16][N:17](CC4C=CC(OC)=CC=4)[C:13]=3[CH:12]=[CH:11][N:10]=2)[CH2:4][CH2:3]1.Cl[C:30]1[C:35]2C(I)=NN(CC3C=CC(OC)=CC=3)[C:34]=2[CH:33]=[CH:32][N:31]=1.Cl.FC1(F)CCC(N)CC1.CCN(C(C)C)C(C)C. The catalyst is CCCCO. The product is [F:28][C:2]1([F:1])[CH2:3][CH2:4][CH:5]([NH:8][C:9]2[C:14]3[C:15]([C:30]4[CH:35]=[CH:34][CH:33]=[CH:32][N:31]=4)=[N:16][NH:17][C:13]=3[CH:12]=[CH:11][N:10]=2)[CH2:6][CH2:7]1. The yield is 0.620. (2) The reactants are [Cl:1][C:2]1[N:7]=[C:6](Cl)[CH:5]=[CH:4][N:3]=1.[NH2:9][C:10]1[C:17]([CH3:18])=[CH:16][CH:15]=[CH:14][C:11]=1[CH2:12][OH:13].C(N(CC)CC)C. The catalyst is C(O)C. The product is [Cl:1][C:2]1[N:7]=[C:6]([NH:9][C:10]2[C:17]([CH3:18])=[CH:16][CH:15]=[CH:14][C:11]=2[CH2:12][OH:13])[CH:5]=[CH:4][N:3]=1. The yield is 0.190. (3) The reactants are [CH3:1][O:2][C:3](=[O:12])[C:4]1[CH:9]=[CH:8][C:7]([I:10])=[C:6]([OH:11])[CH:5]=1.C(=O)([O-])[O-].[K+].[K+].[CH2:19](Br)[C:20]1[CH:25]=[CH:24][CH:23]=[CH:22][CH:21]=1. The catalyst is CCCC[N+](CCCC)(CCCC)CCCC.[I-].CC(C)=O. The product is [CH3:1][O:2][C:3](=[O:12])[C:4]1[CH:9]=[CH:8][C:7]([I:10])=[C:6]([O:11][CH2:19][C:20]2[CH:25]=[CH:24][CH:23]=[CH:22][CH:21]=2)[CH:5]=1. The yield is 0.990. (4) The reactants are [CH:1]1([N:6]2[CH2:11][CH2:10][N:9]([C:12]([C:14]3[CH:15]=[C:16]4[C:20](=[CH:21][CH:22]=3)[NH:19][C:18]([C:23]([N:25]3[CH2:30][CH2:29][C:28]([F:32])([F:31])[CH2:27][CH2:26]3)=[O:24])=[CH:17]4)=[O:13])[CH2:8][CH2:7]2)[CH2:5][CH2:4][CH2:3][CH2:2]1.[H-].[Na+].Br[CH2:36][C:37]#[N:38]. The catalyst is CN(C)C=O. The product is [CH:1]1([N:6]2[CH2:7][CH2:8][N:9]([C:12]([C:14]3[CH:15]=[C:16]4[C:20](=[CH:21][CH:22]=3)[N:19]([CH2:36][C:37]#[N:38])[C:18]([C:23]([N:25]3[CH2:26][CH2:27][C:28]([F:31])([F:32])[CH2:29][CH2:30]3)=[O:24])=[CH:17]4)=[O:13])[CH2:10][CH2:11]2)[CH2:5][CH2:4][CH2:3][CH2:2]1. The yield is 0.420. (5) The reactants are CCN(C(C)C)C(C)C.[OH:10][C:11]1[CH:12]=[CH:13][CH:14]=[C:15]2[C:20]=1[O:19][C:18](=[O:21])[C:17]([C:22]([OH:24])=O)=[CH:16]2.CN(C(ON1N=NC2C=CC=NC1=2)=[N+](C)C)C.F[P-](F)(F)(F)(F)F.[CH2:49]([O:51][C:52]1[C:57]([C:58]2[CH:59]=[C:60]([NH2:64])[CH:61]=[CH:62][CH:63]=2)=[CH:56][CH:55]=[CH:54][N:53]=1)[CH3:50]. The catalyst is CN(C=O)C. The product is [CH2:49]([O:51][C:52]1[C:57]([C:58]2[CH:59]=[C:60]([NH:64][C:22]([C:17]3[C:18](=[O:21])[O:19][C:20]4[C:15]([CH:16]=3)=[CH:14][CH:13]=[CH:12][C:11]=4[OH:10])=[O:24])[CH:61]=[CH:62][CH:63]=2)=[CH:56][CH:55]=[CH:54][N:53]=1)[CH3:50]. The yield is 0.610. (6) The reactants are [Br:1][C:2]1[CH:7]=[CH:6][C:5]([CH:8]=[CH2:9])=[C:4]([CH3:10])[CH:3]=1.C1C[O:14]CC1.[OH-].[Na+].OO.Cl. The catalyst is B1C2CCCC1CCC2. The product is [Br:1][C:2]1[CH:7]=[CH:6][C:5]([CH2:8][CH2:9][OH:14])=[C:4]([CH3:10])[CH:3]=1. The yield is 0.640. (7) The yield is 0.700. The product is [Cl:1][C:2]1[N:7]=[C:6]([NH:8][C:18]([CH:15]2[CH2:17][CH2:16]2)=[O:19])[CH:5]=[N:4][C:3]=1[C:9]1[CH:14]=[CH:13][N:12]=[CH:11][CH:10]=1. The catalyst is N1C=CC=CC=1. The reactants are [Cl:1][C:2]1[N:7]=[C:6]([NH2:8])[CH:5]=[N:4][C:3]=1[C:9]1[CH:14]=[CH:13][N:12]=[CH:11][CH:10]=1.[CH:15]1([C:18](Cl)=[O:19])[CH2:17][CH2:16]1. (8) The reactants are [ClH:1].CCOCC.[CH3:7][O:8][C:9]1[CH:14]=[CH:13][C:12]([C:15]2[CH:20]=[CH:19][N:18]([C:21]3[CH:22]=[CH:23][C:24]4[C:25]5[CH2:34][NH:33][CH2:32][CH2:31][C:26]=5[N:27]([CH3:30])[C:28]=4[CH:29]=3)[C:17](=[O:35])[CH:16]=2)=[CH:11][CH:10]=1. The catalyst is C(Cl)Cl. The product is [ClH:1].[CH3:7][O:8][C:9]1[CH:14]=[CH:13][C:12]([C:15]2[CH:20]=[CH:19][N:18]([C:21]3[CH:22]=[CH:23][C:24]4[C:25]5[CH2:34][NH:33][CH2:32][CH2:31][C:26]=5[N:27]([CH3:30])[C:28]=4[CH:29]=3)[C:17](=[O:35])[CH:16]=2)=[CH:11][CH:10]=1. The yield is 0.950. (9) The reactants are [NH:1]1[CH2:7][CH2:6][CH2:5][C@H:2]1[CH2:3][OH:4].[CH2:8]([CH:10]1O[CH2:11]1)[Cl:9]. No catalyst specified. The product is [Cl:9][CH2:8][C@@H:10]1[O:4][CH2:3][C@@H:2]2[CH2:5][CH2:6][CH2:7][N:1]2[CH2:11]1. The yield is 0.150.